This data is from NCI-60 drug combinations with 297,098 pairs across 59 cell lines. The task is: Regression. Given two drug SMILES strings and cell line genomic features, predict the synergy score measuring deviation from expected non-interaction effect. (1) Drug 1: C1CCN(CC1)CCOC2=CC=C(C=C2)C(=O)C3=C(SC4=C3C=CC(=C4)O)C5=CC=C(C=C5)O. Drug 2: COC1=C2C(=CC3=C1OC=C3)C=CC(=O)O2. Cell line: SK-MEL-28. Synergy scores: CSS=0.137, Synergy_ZIP=6.39, Synergy_Bliss=11.7, Synergy_Loewe=3.01, Synergy_HSA=3.82. (2) Drug 1: CCC1=C2CN3C(=CC4=C(C3=O)COC(=O)C4(CC)O)C2=NC5=C1C=C(C=C5)O. Drug 2: CCC1(CC2CC(C3=C(CCN(C2)C1)C4=CC=CC=C4N3)(C5=C(C=C6C(=C5)C78CCN9C7C(C=CC9)(C(C(C8N6C)(C(=O)OC)O)OC(=O)C)CC)OC)C(=O)OC)O.OS(=O)(=O)O. Cell line: A549. Synergy scores: CSS=38.7, Synergy_ZIP=-1.81, Synergy_Bliss=-3.41, Synergy_Loewe=-3.82, Synergy_HSA=-2.84. (3) Drug 1: C1=CC(=CC=C1C#N)C(C2=CC=C(C=C2)C#N)N3C=NC=N3. Drug 2: C(CC(=O)O)C(=O)CN.Cl. Cell line: NCI-H460. Synergy scores: CSS=7.93, Synergy_ZIP=-2.66, Synergy_Bliss=-0.280, Synergy_Loewe=-0.715, Synergy_HSA=-0.695. (4) Drug 1: CC1=CC2C(CCC3(C2CCC3(C(=O)C)OC(=O)C)C)C4(C1=CC(=O)CC4)C. Drug 2: CCC1(C2=C(COC1=O)C(=O)N3CC4=CC5=C(C=CC(=C5CN(C)C)O)N=C4C3=C2)O.Cl. Cell line: M14. Synergy scores: CSS=15.9, Synergy_ZIP=-4.89, Synergy_Bliss=4.88, Synergy_Loewe=-27.8, Synergy_HSA=2.11. (5) Drug 1: CN(C)C1=NC(=NC(=N1)N(C)C)N(C)C. Drug 2: C(CC(=O)O)C(=O)CN.Cl. Cell line: HL-60(TB). Synergy scores: CSS=-11.6, Synergy_ZIP=2.41, Synergy_Bliss=-2.73, Synergy_Loewe=-3.49, Synergy_HSA=-6.34. (6) Drug 1: CC12CCC3C(C1CCC2=O)CC(=C)C4=CC(=O)C=CC34C. Drug 2: CC1C(C(CC(O1)OC2CC(CC3=C2C(=C4C(=C3O)C(=O)C5=CC=CC=C5C4=O)O)(C(=O)C)O)N)O. Cell line: SK-MEL-28. Synergy scores: CSS=46.3, Synergy_ZIP=-3.53, Synergy_Bliss=-2.39, Synergy_Loewe=-8.14, Synergy_HSA=-1.73. (7) Drug 1: CC12CCC3C(C1CCC2O)C(CC4=C3C=CC(=C4)O)CCCCCCCCCS(=O)CCCC(C(F)(F)F)(F)F. Drug 2: C1C(C(OC1N2C=NC3=C2NC=NCC3O)CO)O. Cell line: UACC-257. Synergy scores: CSS=-1.80, Synergy_ZIP=2.30, Synergy_Bliss=2.50, Synergy_Loewe=0.475, Synergy_HSA=-0.549. (8) Drug 1: C(=O)(N)NO. Drug 2: C1CN(CCN1C(=O)CCBr)C(=O)CCBr. Cell line: NCI/ADR-RES. Synergy scores: CSS=16.6, Synergy_ZIP=-4.94, Synergy_Bliss=-1.60, Synergy_Loewe=-9.69, Synergy_HSA=-0.580. (9) Drug 1: CN1CCC(CC1)COC2=C(C=C3C(=C2)N=CN=C3NC4=C(C=C(C=C4)Br)F)OC. Drug 2: C1C(C(OC1N2C=NC3=C2NC=NCC3O)CO)O. Cell line: SF-539. Synergy scores: CSS=6.70, Synergy_ZIP=-2.11, Synergy_Bliss=-0.166, Synergy_Loewe=1.02, Synergy_HSA=0.790.